Dataset: Full USPTO retrosynthesis dataset with 1.9M reactions from patents (1976-2016). Task: Predict the reactants needed to synthesize the given product. (1) Given the product [Cl:1][C:2]1[CH:7]=[CH:6][C:5]([N+:8]([O-:10])=[O:9])=[CH:4][C:3]=1[C:11]1[NH:15][C:14]2[CH:16]=[CH:17][C:18]([C:20]([NH:30][OH:31])=[NH:21])=[CH:19][C:13]=2[N:12]=1, predict the reactants needed to synthesize it. The reactants are: [Cl:1][C:2]1[CH:7]=[CH:6][C:5]([N+:8]([O-:10])=[O:9])=[CH:4][C:3]=1[C:11]1[NH:15][C:14]2[CH:16]=[CH:17][C:18]([C:20]#[N:21])=[CH:19][C:13]=2[N:12]=1.C(N(CC)CC)C.Cl.[NH2:30][OH:31]. (2) Given the product [C:28]1([S:25]([N:24]2[C:5]3=[N:6][CH:7]=[CH:8][C:9]([C:10]4[CH:15]=[CH:14][C:13]([S:16]([N:19]5[CH2:23][CH2:22][CH2:21][CH2:20]5)(=[O:18])=[O:17])=[CH:12][CH:11]=4)=[C:4]3[CH:3]=[C:2]2[C:39]#[C:38][Si:35]([CH3:37])([CH3:36])[CH3:34])(=[O:27])=[O:26])[CH:33]=[CH:32][CH:31]=[CH:30][CH:29]=1, predict the reactants needed to synthesize it. The reactants are: I[C:2]1[N:24]([S:25]([C:28]2[CH:33]=[CH:32][CH:31]=[CH:30][CH:29]=2)(=[O:27])=[O:26])[C:5]2=[N:6][CH:7]=[CH:8][C:9]([C:10]3[CH:15]=[CH:14][C:13]([S:16]([N:19]4[CH2:23][CH2:22][CH2:21][CH2:20]4)(=[O:18])=[O:17])=[CH:12][CH:11]=3)=[C:4]2[CH:3]=1.[CH3:34][Si:35]([C:38]#[CH:39])([CH3:37])[CH3:36].O. (3) Given the product [NH2:1][C:2]1[C:7]([S:8]([NH:11][C:21]([C:20]2[C:15]([Cl:14])=[N:16][C:17]([C:24]3[CH:25]=[N:26][C:27]([O:30][CH:31]([CH3:32])[CH3:33])=[CH:28][CH:29]=3)=[CH:18][CH:19]=2)=[O:22])(=[O:9])=[O:10])=[CH:6][CH:5]=[CH:4][N:3]=1, predict the reactants needed to synthesize it. The reactants are: [NH2:1][C:2]1[C:7]([S:8]([NH2:11])(=[O:10])=[O:9])=[CH:6][CH:5]=[CH:4][N:3]=1.[H-].[Na+].[Cl:14][C:15]1[C:20]([C:21](O)=[O:22])=[CH:19][CH:18]=[C:17]([C:24]2[CH:25]=[N:26][C:27]([O:30][CH:31]([CH3:33])[CH3:32])=[CH:28][CH:29]=2)[N:16]=1.C(N1C=CN=C1)(N1C=CN=C1)=O.Cl. (4) Given the product [F:1][C:2]1[CH:7]=[CH:6][C:5]([F:8])=[CH:4][C:3]=1[N:9]1[CH:13]=[C:12]([C:14]2[CH:15]=[CH:16][CH:17]=[CH:18][CH:19]=2)[C:11]([C:20]([N:51]([O:52][CH3:53])[CH3:50])=[O:21])=[N:10]1, predict the reactants needed to synthesize it. The reactants are: [F:1][C:2]1[CH:7]=[CH:6][C:5]([F:8])=[CH:4][C:3]=1[N:9]1[CH:13]=[C:12]([C:14]2[CH:19]=[CH:18][CH:17]=[CH:16][CH:15]=2)[C:11]([C:20](OCC)=[O:21])=[N:10]1.[Li+].[OH-].Cl.C(N(CC)CC)C.C(Cl)CCl.C1C=NC2N(O)N=NC=2C=1.Cl.[CH3:50][NH:51][O:52][CH3:53]. (5) Given the product [OH:2][C:1]1[CH:8]=[CH:7][C:6]([CH2:22][C:23]2[CH:24]=[C:25]([CH3:31])[C:26]([OH:30])=[CH:27][C:28]=2[CH3:29])=[C:4]([OH:5])[CH:3]=1, predict the reactants needed to synthesize it. The reactants are: [C:1]1([CH:8]=[CH:7][CH:6]=[C:4]([OH:5])[CH:3]=1)[OH:2].C1(C)C=CC(S(O)(=O)=O)=CC=1.O.O[CH2:22][C:23]1[C:24](CO)=[C:25]([CH3:31])[C:26]([OH:30])=[CH:27][C:28]=1[CH3:29]. (6) Given the product [C:25]([O:28][CH2:2][C:3]1[N:12]=[C:11]([C:13]2[CH:18]=[CH:17][C:16]3[O:19][CH2:20][O:21][C:15]=3[CH:14]=2)[C:10]2[C:5](=[CH:6][C:7]3[O:24][CH2:23][O:22][C:8]=3[CH:9]=2)[N:4]=1)(=[O:27])[CH3:26], predict the reactants needed to synthesize it. The reactants are: Cl[CH2:2][C:3]1[N:12]=[C:11]([C:13]2[CH:18]=[CH:17][C:16]3[O:19][CH2:20][O:21][C:15]=3[CH:14]=2)[C:10]2[C:5](=[CH:6][C:7]3[O:24][CH2:23][O:22][C:8]=3[CH:9]=2)[N:4]=1.[C:25]([O-:28])(=[O:27])[CH3:26].[Na+]. (7) Given the product [CH3:1][O:2][C:3](=[O:15])[C:4]1[CH:9]=[C:8]([Cl:16])[C:7]([NH2:10])=[C:6]([CH2:11][CH2:12][CH2:13][CH3:14])[CH:5]=1, predict the reactants needed to synthesize it. The reactants are: [CH3:1][O:2][C:3](=[O:15])[C:4]1[CH:9]=[CH:8][C:7]([NH2:10])=[C:6]([CH2:11][CH2:12][CH2:13][CH3:14])[CH:5]=1.[Cl:16]N1C(=O)CCC1=O. (8) Given the product [N:1]1([CH2:6][CH:7]2[CH2:8][CH:9]([C:12]3[CH:13]=[CH:14][C:15]([CH2:18][N:19]4[CH2:23][CH2:22][CH2:21][CH2:20]4)=[CH:16][CH:17]=3)[CH2:10]2)[CH2:5][CH2:4][CH2:3][CH2:2]1, predict the reactants needed to synthesize it. The reactants are: [N:1]1([CH2:6][CH:7]2[CH2:10][C:9]([C:12]3[CH:17]=[CH:16][C:15]([CH2:18][N:19]4[CH2:23][CH2:22][CH2:21][CH2:20]4)=[CH:14][CH:13]=3)(O)[CH2:8]2)[CH2:5][CH2:4][CH2:3][CH2:2]1.CS(O)(=O)=O.CO. (9) Given the product [CH3:23][C:24]1([CH3:32])[O:29][C:28](=[O:30])[C:27](=[CH:1][NH:7][C:8]2[CH:12]=[CH:11][S:10][CH:9]=2)[C:26](=[O:31])[O:25]1, predict the reactants needed to synthesize it. The reactants are: [C:1](O)(=O)C(O)=O.[NH2:7][C:8]1[CH:12]=[CH:11][S:10][CH:9]=1.C(OC(OCC)OCC)C.[CH3:23][C:24]1([CH3:32])[O:29][C:28](=[O:30])[CH2:27][C:26](=[O:31])[O:25]1.